This data is from Forward reaction prediction with 1.9M reactions from USPTO patents (1976-2016). The task is: Predict the product of the given reaction. (1) Given the reactants [NH2:1][C:2]([CH3:16])([CH2:5][N:6]1[CH:14]=[C:13]2[C:8]([CH:9]=[N:10][C:11]([Br:15])=[CH:12]2)=[N:7]1)[C:3]#[N:4].[F:17][C:18]([F:29])([F:28])[C:19]1[CH:27]=[CH:26][C:22]([C:23](Cl)=[S:24])=[CH:21][CH:20]=1, predict the reaction product. The product is: [Br:15][C:11]1[N:10]=[CH:9][C:8]2=[N:7][N:6]([CH2:5][C:2]([NH:1][C:23](=[S:24])[C:22]3[CH:21]=[CH:20][C:19]([C:18]([F:17])([F:28])[F:29])=[CH:27][CH:26]=3)([C:3]#[N:4])[CH3:16])[CH:14]=[C:13]2[CH:12]=1. (2) Given the reactants [CH3:1][CH:2]([C:4](=[O:8])[CH:5]([CH3:7])[CH3:6])[CH3:3].[CH3:9][Si:10](Cl)([CH3:12])[CH3:11], predict the reaction product. The product is: [CH3:1][C:2](=[C:4]([O:8][Si:10]([CH3:12])([CH3:11])[CH3:9])[CH:5]([CH3:7])[CH3:6])[CH3:3]. (3) Given the reactants [ClH:1].[OH:2][C:3]1[CH:12]=[CH:11][CH:10]=[C:9]2[C:4]=1[CH2:5][N:6]([CH:13]1[CH2:17][C:16](=[O:18])[NH:15][C:14]1=[O:19])[CH:7]=[N:8]2, predict the reaction product. The product is: [ClH:1].[OH:2][C:3]1[CH:12]=[CH:11][CH:10]=[C:9]2[C:4]=1[CH2:5][N:6]([CH:13]1[CH2:17][C:16](=[O:18])[NH:15][C:14]1=[O:19])[CH:7]=[N:8]2. (4) Given the reactants C([O:8][CH2:9][CH2:10][N:11]1[CH2:17][C@H:16]([NH:18][C:19](=[O:34])[C:20]([OH:33])([CH3:32])[C:21]([NH:23][CH2:24][C:25]([F:31])([F:30])[C:26]([F:29])([F:28])[F:27])=[O:22])[C:15](=[O:35])[NH:14][C:13]2[CH:36]=[CH:37][CH:38]=[CH:39][C:12]1=2)C1C=CC=CC=1, predict the reaction product. The product is: [OH:33][C:20]([CH3:32])([C:21]([NH:23][CH2:24][C:25]([F:30])([F:31])[C:26]([F:27])([F:28])[F:29])=[O:22])[C:19]([NH:18][C@H:16]1[CH2:17][N:11]([CH2:10][CH2:9][OH:8])[C:12]2[CH:39]=[CH:38][CH:37]=[CH:36][C:13]=2[NH:14][C:15]1=[O:35])=[O:34]. (5) Given the reactants Br[C:2]1[CH:6]=[C:5]([CH3:7])[S:4][C:3]=1[O:8][CH3:9].[B:10](OC(C)C)([O:15]C(C)C)[O:11]C(C)C.C([Li])CCC, predict the reaction product. The product is: [CH3:9][O:8][C:3]1[S:4][C:5]([CH3:7])=[CH:6][C:2]=1[B:10]([OH:15])[OH:11].